From a dataset of Reaction yield outcomes from USPTO patents with 853,638 reactions. Predict the reaction yield, written as a fraction of the theoretical maximum amount of product (1.0 means a 100% yield; for example, 0.34 means a 34% yield). (1) The reactants are [N:1]1[CH:6]=[CH:5][CH:4]=[CH:3][C:2]=1[C:7]([O:9]CC)=O.[CH2:12]([Mg]Cl)[C:13]1[CH:18]=[CH:17][CH:16]=[CH:15][CH:14]=1.[Cl-].[NH4+]. The catalyst is O1CCCC1. The product is [C:13]1([CH2:12][C:7]([C:2]2[CH:3]=[CH:4][CH:5]=[CH:6][N:1]=2)=[O:9])[CH:18]=[CH:17][CH:16]=[CH:15][CH:14]=1. The yield is 0.536. (2) The reactants are [CH:1]([O:4][C:5]1[CH:16]=[CH:15][C:8]([O:9][C:10]2[S:11][CH:12]=[CH:13][N:14]=2)=[CH:7][CH:6]=1)([CH3:3])[CH3:2].C([Li])CCC.[CH2:22]([Sn:26](Cl)([CH2:31][CH2:32][CH2:33][CH3:34])[CH2:27][CH2:28][CH2:29][CH3:30])[CH2:23][CH2:24][CH3:25].O. The catalyst is O1CCCC1. The product is [CH:1]([O:4][C:5]1[CH:16]=[CH:15][C:8]([O:9][C:10]2[S:11][C:12]([Sn:26]([CH2:27][CH2:28][CH2:29][CH3:30])([CH2:31][CH2:32][CH2:33][CH3:34])[CH2:22][CH2:23][CH2:24][CH3:25])=[CH:13][N:14]=2)=[CH:7][CH:6]=1)([CH3:3])[CH3:2]. The yield is 0.930. (3) The reactants are [Cl:1][C:2]1[CH:3]=[C:4]([NH:9][C:10]2[C:15]3=[C:16]([CH:19]([CH:21]4[CH2:26][CH2:25][CH:24]([O:27]C(C)([Si](C)(C)C)C)[CH2:23][CH2:22]4)O)[CH:17]=[CH:18][N:14]3[N:13]=[CH:12][N:11]=2)[CH:5]=[CH:6][C:7]=1[F:8]. The catalyst is C(O)(C(F)(F)F)=O. The product is [Cl:1][C:2]1[CH:3]=[C:4]([NH:9][C:10]2[C:15]3=[C:16]([CH2:19][C@H:21]4[CH2:26][CH2:25][C@H:24]([OH:27])[CH2:23][CH2:22]4)[CH:17]=[CH:18][N:14]3[N:13]=[CH:12][N:11]=2)[CH:5]=[CH:6][C:7]=1[F:8]. The yield is 0.630.